This data is from M1 muscarinic receptor antagonist screen with 61,756 compounds. The task is: Binary Classification. Given a drug SMILES string, predict its activity (active/inactive) in a high-throughput screening assay against a specified biological target. (1) The compound is s1c2c(CCC2)c(c1NC(OCCC)=O)C(OCC)=O. The result is 0 (inactive). (2) The drug is S(=O)(=O)(N1CCC(N2CCCCC2)CC1)c1cc2c(N(CCC2)C(=O)CC)cc1. The result is 0 (inactive). (3) The drug is o1c(N2CC(CCC2)C(=O)NCc2c(OC)ccc(OC)c2)nc2c1cccc2. The result is 0 (inactive). (4) The drug is O=C1N(C(c2c1n[nH]c2C)c1cc(OC)c(OC)cc1)c1ccc(cc1)C(OCC)=O. The result is 0 (inactive). (5) The molecule is O=c1nc(NCCN(C)C)c(n[nH]1)C. The result is 0 (inactive).